Dataset: Forward reaction prediction with 1.9M reactions from USPTO patents (1976-2016). Task: Predict the product of the given reaction. (1) The product is: [Cl:1][C:2]1[CH:3]=[CH:4][C:5]([CH2:6][N:7]2[C:15]3[C:14](=[O:16])[N:13]([CH2:17][S:18]([NH:21][CH3:40])(=[O:20])=[O:19])[C:12](=[O:22])[N:11]([CH3:23])[C:10]=3[N:9]=[C:8]2[O:24][C:25]2[CH:30]=[CH:29][CH:28]=[C:27]([O:31][C:32]([F:34])([F:33])[F:35])[CH:26]=2)=[CH:36][CH:37]=1. Given the reactants [Cl:1][C:2]1[CH:37]=[CH:36][C:5]([CH2:6][N:7]2[C:15]3[C:14](=[O:16])[N:13]([CH2:17][S:18]([NH2:21])(=[O:20])=[O:19])[C:12](=[O:22])[N:11]([CH3:23])[C:10]=3[N:9]=[C:8]2[O:24][C:25]2[CH:30]=[CH:29][CH:28]=[C:27]([O:31][C:32]([F:35])([F:34])[F:33])[CH:26]=2)=[CH:4][CH:3]=1.IC.[C:40](=O)([O-])[O-].[K+].[K+], predict the reaction product. (2) Given the reactants C(N1C[C@@H](O)C[C@@]1(C)C(OC)=O)(OC(C)(C)C)=O.[Si:19](Cl)([C:22]([CH3:25])([CH3:24])[CH3:23])([CH3:21])[CH3:20].N1C=CN=C1.CC1(C)CC=CC(C)(C)N1.FC(F)(F)S([O:47][Si:48]([C:51]([CH3:54])([CH3:53])[CH3:52])([CH3:50])[CH3:49])(=O)=O.[F-].[K+].CCN(C(C)C)C(C)C.ClC1C=C(S(Cl)(=O)=O)C=CC=1, predict the reaction product. The product is: [Si:19]([O:47][Si:48]([C:51]([CH3:54])([CH3:53])[CH3:52])([CH3:50])[CH3:49])([C:22]([CH3:25])([CH3:24])[CH3:23])([CH3:21])[CH3:20]. (3) Given the reactants [CH2:1]([O:8][C:9]([NH:11][CH:12]1[C@@:19]2([CH3:23])[C:20]([CH3:22])([CH3:21])[C@H:16]([CH2:17][CH2:18]2)[CH2:15][N:14]2[C:24](=[O:34])[C:25]([OH:33])=[C:26]([C:28](OCC)=[O:29])[N:27]=[C:13]12)=[O:10])[C:2]1[CH:7]=[CH:6][CH:5]=[CH:4][CH:3]=1.[F:35][C:36]1[CH:41]=[CH:40][C:39]([CH2:42][NH2:43])=[CH:38][CH:37]=1.CCN(CC)CC, predict the reaction product. The product is: [CH2:1]([O:8][C:9](=[O:10])[NH:11][C@@H:12]1[C@@:19]2([CH3:23])[C:20]([CH3:22])([CH3:21])[C@H:16]([CH2:17][CH2:18]2)[CH2:15][N:14]2[C:24](=[O:34])[C:25]([OH:33])=[C:26]([C:28](=[O:29])[NH:43][CH2:42][C:39]3[CH:40]=[CH:41][C:36]([F:35])=[CH:37][CH:38]=3)[N:27]=[C:13]12)[C:2]1[CH:3]=[CH:4][CH:5]=[CH:6][CH:7]=1. (4) Given the reactants [CH3:1][O:2][C:3]1[C:8]([CH2:9][N:10]2[C:18]3[C:13](=[C:14]([N+:19]([O-])=O)[CH:15]=[CH:16][CH:17]=3)[C:12]([CH:22]=[CH2:23])=[N:11]2)=[CH:7][CH:6]=[C:5]([CH3:24])[N:4]=1.CO, predict the reaction product. The product is: [CH2:22]([C:12]1[C:13]2[C:14]([NH2:19])=[CH:15][CH:16]=[CH:17][C:18]=2[N:10]([CH2:9][C:8]2[C:3]([O:2][CH3:1])=[N:4][C:5]([CH3:24])=[CH:6][CH:7]=2)[N:11]=1)[CH3:23].